Dataset: Reaction yield outcomes from USPTO patents with 853,638 reactions. Task: Predict the reaction yield, written as a fraction of the theoretical maximum amount of product (1.0 means a 100% yield; for example, 0.34 means a 34% yield). (1) The reactants are CN1C2C(=CC=CC=2)C=C1CNC.[CH3:14][NH:15][C:16]([C:18]1[N:19](C)[C:20]2[C:25]([CH:26]=1)=[CH:24][C:23]([F:27])=[CH:22][CH:21]=2)=O.CNC(C1N(C)C2C(C=1)=CC=CC=2)=O. No catalyst specified. The product is [F:27][C:23]1[CH:24]=[C:25]2[C:20](=[CH:21][CH:22]=1)[NH:19][C:18]([CH2:16][NH:15][CH3:14])=[CH:26]2. The yield is 0.780. (2) The reactants are [CH:1]1[C:6]2=[CH:7][CH:8]=[C:9]3[C:14]([O:13][CH2:12][C:11]4[CH:15]=[C:16]([OH:19])[CH:17]=[CH:18][C:10]3=4)=[C:5]2[CH:4]=[CH:3][C:2]=1[OH:20].N1C=CC=CC=1.[S:27](O[S:27]([C:30]([F:33])([F:32])[F:31])(=[O:29])=[O:28])([C:30]([F:33])([F:32])[F:31])(=[O:29])=[O:28].[OH2:42]. The catalyst is C(Cl)Cl. The product is [F:31][C:30]([F:33])([F:32])[S:27]([O:19][C:16]1[CH:17]=[CH:18][C:10]2[C:9]3[C:14](=[C:5]4[CH:4]=[CH:3][C:2]([O:20][S:27]([C:30]([F:31])([F:32])[F:33])(=[O:28])=[O:29])=[CH:1][C:6]4=[CH:7][CH:8]=3)[O:13][CH2:12][C:11]=2[CH:15]=1)(=[O:28])=[O:42]. The yield is 0.590. (3) The reactants are FC(F)(F)C([NH:5][C:6]1[CH:11]=[CH:10][C:9]([CH2:12][CH:13]2[CH2:18][CH2:17][N:16]([S:19]([C:22]3[CH:27]=[CH:26][CH:25]=[CH:24][CH:23]=3)(=[O:21])=[O:20])[CH2:15][CH2:14]2)=[CH:8][CH:7]=1)=O.[OH-].[Li+]. The catalyst is CO.O. The product is [C:22]1([S:19]([N:16]2[CH2:17][CH2:18][CH:13]([CH2:12][C:9]3[CH:8]=[CH:7][C:6]([NH2:5])=[CH:11][CH:10]=3)[CH2:14][CH2:15]2)(=[O:20])=[O:21])[CH:27]=[CH:26][CH:25]=[CH:24][CH:23]=1. The yield is 0.830. (4) The reactants are [C:1]([CH2:3]P(=O)(OCC)OCC)#[N:2].CC(C)([O-])C.[K+].[CH2:18]([O:20][CH:21]([O:29][CH2:30][CH3:31])[C:22]1[S:26][CH:25]=[C:24]([CH:27]=O)[CH:23]=1)[CH3:19]. The catalyst is C1COCC1. The product is [CH2:18]([O:20][CH:21]([O:29][CH2:30][CH3:31])[C:22]1[S:26][CH:25]=[C:24](/[CH:27]=[CH:3]/[C:1]#[N:2])[CH:23]=1)[CH3:19]. The yield is 0.849.